Dataset: Reaction yield outcomes from USPTO patents with 853,638 reactions. Task: Predict the reaction yield, written as a fraction of the theoretical maximum amount of product (1.0 means a 100% yield; for example, 0.34 means a 34% yield). (1) The reactants are [NH:1](C(OCC1C=CC=CC=1)=O)[C@H:2]([C:10]([NH:12][C@H:13]([C:23]([NH:25][C@H:26]([C:34]([NH:36][C@H:37]([C:50]([NH:52][C@H:53]([C:61]([NH:63][C@H:64]([C:74]([NH:76][C@H:77]([C:85]([NH:87][C@H:88]([C:101]([NH:103][CH2:104][CH2:105][CH2:106][O:107][CH2:108][CH2:109][O:110][CH2:111][CH2:112][O:113][CH2:114][CH2:115][CH2:116][NH:117][C:118]([O:120][C:121]([CH3:124])([CH3:123])[CH3:122])=[O:119])=[O:102])[CH2:89][CH2:90][CH2:91][CH2:92][NH:93][C:94]([O:96][C:97]([CH3:100])([CH3:99])[CH3:98])=[O:95])=[O:86])[CH2:78][C:79]1[CH:84]=[CH:83][CH:82]=[CH:81][CH:80]=1)=[O:75])[CH2:65][CH2:66][C:67](=[O:73])[O:68][C:69]([CH3:72])([CH3:71])[CH3:70])=[O:62])[CH2:54][C:55]1[CH:60]=[CH:59][CH:58]=[CH:57][CH:56]=1)=[O:51])[CH2:38][CH2:39][CH2:40][CH2:41][NH:42][C:43]([O:45][C:46]([CH3:49])([CH3:48])[CH3:47])=[O:44])=[O:35])[CH2:27][C:28]1[CH:33]=[CH:32][CH:31]=[CH:30][CH:29]=1)=[O:24])[CH2:14][CH2:15][C:16](=[O:22])[O:17][C:18]([CH3:21])([CH3:20])[CH3:19])=[O:11])[CH2:3][C:4]1[CH:9]=[CH:8][CH:7]=[CH:6][CH:5]=1. The catalyst is CN(C)C(=O)C. The product is [NH2:1][C@H:2]([C:10]([NH:12][C@H:13]([C:23]([NH:25][C@H:26]([C:34]([NH:36][C@H:37]([C:50]([NH:52][C@H:53]([C:61]([NH:63][C@H:64]([C:74]([NH:76][C@H:77]([C:85]([NH:87][C@H:88]([C:101]([NH:103][CH2:104][CH2:105][CH2:106][O:107][CH2:108][CH2:109][O:110][CH2:111][CH2:112][O:113][CH2:114][CH2:115][CH2:116][NH:117][C:118]([O:120][C:121]([CH3:124])([CH3:123])[CH3:122])=[O:119])=[O:102])[CH2:89][CH2:90][CH2:91][CH2:92][NH:93][C:94]([O:96][C:97]([CH3:100])([CH3:99])[CH3:98])=[O:95])=[O:86])[CH2:78][C:79]1[CH:84]=[CH:83][CH:82]=[CH:81][CH:80]=1)=[O:75])[CH2:65][CH2:66][C:67](=[O:73])[O:68][C:69]([CH3:72])([CH3:70])[CH3:71])=[O:62])[CH2:54][C:55]1[CH:56]=[CH:57][CH:58]=[CH:59][CH:60]=1)=[O:51])[CH2:38][CH2:39][CH2:40][CH2:41][NH:42][C:43]([O:45][C:46]([CH3:47])([CH3:48])[CH3:49])=[O:44])=[O:35])[CH2:27][C:28]1[CH:29]=[CH:30][CH:31]=[CH:32][CH:33]=1)=[O:24])[CH2:14][CH2:15][C:16](=[O:22])[O:17][C:18]([CH3:20])([CH3:19])[CH3:21])=[O:11])[CH2:3][C:4]1[CH:9]=[CH:8][CH:7]=[CH:6][CH:5]=1. The yield is 0.830. (2) The reactants are [Cl:1][C:2]1[C:3]2[C@H:10]([CH3:11])[CH2:9][CH2:8][C:4]=2[N:5]=[CH:6][N:7]=1.C1C=C(Cl)C=C(C(OO)=[O:20])C=1.[O-]S([O-])(=S)=O.[Na+].[Na+].C([O-])([O-])=O.[Na+].[Na+]. The catalyst is C(Cl)(Cl)Cl.O. The product is [Cl:1][C:2]1[N:7]=[CH:6][N+:5]([O-:20])=[C:4]2[CH2:8][CH2:9][C@@H:10]([CH3:11])[C:3]=12. The yield is 0.530. (3) The reactants are [Cl:1][C:2]1[CH:7]=[C:6]([Cl:8])[CH:5]=[CH:4][C:3]=1[C:9]([C:11]1[O:12][C:13]2[CH:23]=[C:22]([OH:24])[CH:21]=[CH:20][C:14]=2[C:15]=1[C:16]([F:19])([F:18])[F:17])=[O:10].N1C=CC=CC=1.[F:31][C:32]([F:45])([F:44])[S:33](O[S:33]([C:32]([F:45])([F:44])[F:31])(=[O:35])=[O:34])(=[O:35])=[O:34]. The catalyst is C(Cl)Cl. The yield is 0.900. The product is [Cl:1][C:2]1[CH:7]=[C:6]([Cl:8])[CH:5]=[CH:4][C:3]=1[C:9]([C:11]1[O:12][C:13]2[CH:23]=[C:22]([O:24][S:33]([C:32]([F:45])([F:44])[F:31])(=[O:35])=[O:34])[CH:21]=[CH:20][C:14]=2[C:15]=1[C:16]([F:19])([F:17])[F:18])=[O:10]. (4) The reactants are [Cl:1][C:2]1[C:3]2[N:4]([CH:12]=[C:13]([C:15]([OH:17])=O)[N:14]=2)[CH:5]=[C:6]([C:8]([F:11])([F:10])[F:9])[CH:7]=1.CCN=C=NCCCN(C)C.Cl.[CH2:30]([O:33][C:34]1[CH:43]=[CH:42][C:37]([C:38](=[N:40]O)[NH2:39])=[C:36]([Cl:44])[CH:35]=1)[CH:31]=[CH2:32]. The catalyst is C(#N)C. The product is [CH2:30]([O:33][C:34]1[CH:43]=[CH:42][C:37]([C:38]2[N:40]=[C:15]([C:13]3[N:14]=[C:3]4[C:2]([Cl:1])=[CH:7][C:6]([C:8]([F:9])([F:10])[F:11])=[CH:5][N:4]4[CH:12]=3)[O:17][N:39]=2)=[C:36]([Cl:44])[CH:35]=1)[CH:31]=[CH2:32]. The yield is 0.670.